From a dataset of Catalyst prediction with 721,799 reactions and 888 catalyst types from USPTO. Predict which catalyst facilitates the given reaction. (1) Reactant: [OH-].[Na+].C[O:4][C:5]([C:7]1[CH:11]=[C:10]([Br:12])[O:9][C:8]=1[CH3:13])=[O:6]. Product: [Br:12][C:10]1[O:9][C:8]([CH3:13])=[C:7]([C:5]([OH:6])=[O:4])[CH:11]=1. The catalyst class is: 72. (2) Reactant: [F:1][C@:2]1([CH3:18])[C@H:6]([OH:7])[C@@H:5]([CH2:8][OH:9])[O:4][C@H:3]1[N:10]1[CH:17]=[CH:16][C:14](=[O:15])[NH:13][C:11]1=[O:12].[CH3:19][C:20]([Si:23](Cl)([CH3:25])[CH3:24])([CH3:22])[CH3:21].CO.C1(C)C=CC=CC=1. Product: [Si:23]([O:9][CH2:8][C@H:5]1[O:4][C@@H:3]([N:10]2[CH:17]=[CH:16][C:14](=[O:15])[NH:13][C:11]2=[O:12])[C@@:2]([F:1])([CH3:18])[C@@H:6]1[OH:7])([C:20]([CH3:22])([CH3:21])[CH3:19])([CH3:25])[CH3:24]. The catalyst class is: 17. (3) Reactant: [C:1]([C:5]1[CH:10]=[CH:9][C:8]([CH3:11])=[CH:7][CH:6]=1)([CH3:4])([CH3:3])[CH3:2].OS(O)(=O)=O.[N+:17]([O-])([OH:19])=[O:18]. Product: [C:1]([C:5]1[CH:6]=[CH:7][C:8]([CH3:11])=[C:9]([N+:17]([O-:19])=[O:18])[CH:10]=1)([CH3:4])([CH3:3])[CH3:2]. The catalyst class is: 6. (4) Reactant: CC1C=CC(S(O[CH2:12][CH:13]2[O:18][C:17]3[CH:19]=[C:20]([S:23]([CH3:26])(=[O:25])=[O:24])[CH:21]=[CH:22][C:16]=3[O:15][CH2:14]2)(=O)=O)=CC=1.[CH2:27]([NH2:31])[CH2:28][CH2:29][CH3:30]. Product: [CH3:26][S:23]([C:20]1[CH:21]=[CH:22][C:16]2[O:15][CH2:14][CH:13]([CH2:12][NH:31][CH2:27][CH2:28][CH2:29][CH3:30])[O:18][C:17]=2[CH:19]=1)(=[O:24])=[O:25]. The catalyst class is: 10. (5) Reactant: Cl.Cl.[NH:3]1[C:11]2[C:6](=[CH:7][C:8]([C:12]3[C:20]4[C:15](=[N:16][CH:17]=[N:18][C:19]=4[NH2:21])[N:14]([CH3:22])[N:13]=3)=[CH:9][CH:10]=2)[CH2:5][CH2:4]1.[CH3:23][C:24]1[CH:29]=[CH:28][C:27]([CH3:30])=[CH:26][C:25]=1[CH2:31][C:32](O)=[O:33].CN(C(ON1N=NC2C=CC=NC1=2)=[N+](C)C)C.F[P-](F)(F)(F)(F)F.CCN(C(C)C)C(C)C. Product: [CH3:23][C:24]1[CH:29]=[CH:28][C:27]([CH3:30])=[CH:26][C:25]=1[CH2:31][C:32]([N:3]1[C:11]2[C:6](=[CH:7][C:8]([C:12]3[C:20]4[C:15](=[N:16][CH:17]=[N:18][C:19]=4[NH2:21])[N:14]([CH3:22])[N:13]=3)=[CH:9][CH:10]=2)[CH2:5][CH2:4]1)=[O:33]. The catalyst class is: 18. (6) Reactant: [CH:1]1([C:4]2[CH:5]=[C:6]([CH2:11][NH:12][C:13](=[O:26])[C:14]([OH:25])([C:19]3[CH:24]=[CH:23][CH:22]=[CH:21][CH:20]=3)[C:15]([F:18])([F:17])[F:16])[CH2:7][N:8]([OH:10])[CH:9]=2)[CH2:3][CH2:2]1.C1C=C(Cl)C=C(C(OO)=O)C=1. Product: [CH:1]1([C:4]2[CH:5]=[C:6]([CH2:11][NH:12][C:13](=[O:26])[C@:14]([OH:25])([C:19]3[CH:24]=[CH:23][CH:22]=[CH:21][CH:20]=3)[C:15]([F:18])([F:16])[F:17])[CH:7]=[N+:8]([O-:10])[CH:9]=2)[CH2:3][CH2:2]1. The catalyst class is: 4. (7) Reactant: ClCCl.[CH:4]([O:7][C:8]([N:10]1[C:19]2[C:14](=[N:15][C:16](Br)=[CH:17][CH:18]=2)[C@H:13]([N:21]([C:37](=[O:39])[CH3:38])[CH2:22][C:23]2[CH:28]=[C:27]([C:29]([F:32])([F:31])[F:30])[CH:26]=[C:25]([C:33]([F:36])([F:35])[F:34])[CH:24]=2)[CH2:12][C@@H:11]1[CH2:40][CH3:41])=[O:9])([CH3:6])[CH3:5].[CH3:42]B(O)O.[F-].[Cs+]. Product: [CH:4]([O:7][C:8]([N:10]1[C:19]2[C:14](=[N:15][C:16]([CH3:42])=[CH:17][CH:18]=2)[C@H:13]([N:21]([C:37](=[O:39])[CH3:38])[CH2:22][C:23]2[CH:28]=[C:27]([C:29]([F:32])([F:31])[F:30])[CH:26]=[C:25]([C:33]([F:36])([F:35])[F:34])[CH:24]=2)[CH2:12][C@@H:11]1[CH2:40][CH3:41])=[O:9])([CH3:6])[CH3:5]. The catalyst class is: 38.